This data is from Forward reaction prediction with 1.9M reactions from USPTO patents (1976-2016). The task is: Predict the product of the given reaction. Given the reactants [CH2:1]([O:3][C:4](=[O:27])[CH2:5][C:6]1[CH:11]=[CH:10][C:9]([O:12][CH3:13])=[C:8]([O:14][C:15]2[CH:20]=[CH:19][C:18]([NH2:21])=[CH:17][C:16]=2[CH2:22][S:23][CH:24]([CH3:26])[CH3:25])[CH:7]=1)[CH3:2].[C:28](Cl)(=[O:33])[C:29]([CH3:32])([CH3:31])[CH3:30], predict the reaction product. The product is: [CH2:1]([O:3][C:4](=[O:27])[CH2:5][C:6]1[CH:11]=[CH:10][C:9]([O:12][CH3:13])=[C:8]([O:14][C:15]2[CH:20]=[CH:19][C:18]([NH:21][C:28](=[O:33])[C:29]([CH3:32])([CH3:31])[CH3:30])=[CH:17][C:16]=2[CH2:22][S:23][CH:24]([CH3:26])[CH3:25])[CH:7]=1)[CH3:2].